Dataset: Reaction yield outcomes from USPTO patents with 853,638 reactions. Task: Predict the reaction yield, written as a fraction of the theoretical maximum amount of product (1.0 means a 100% yield; for example, 0.34 means a 34% yield). (1) The reactants are [F:1][C:2]1[CH:24]=[CH:23][C:5]([CH:6]=[C:7]2[CH2:16][CH2:15][C:14]3[CH:13]=[C:12]([C:17]([O:19][CH2:20][CH3:21])=[O:18])[CH:11]=[CH:10][C:9]=3[C:8]2=O)=[CH:4][CH:3]=1.Cl.[Cl:26][C:27]1[CH:34]=[C:33]([NH:35][NH2:36])[CH:32]=[CH:31][C:28]=1[C:29]#[N:30]. No catalyst specified. The product is [Cl:26][C:27]1[CH:34]=[C:33]([N:35]2[CH:6]([C:5]3[CH:23]=[CH:24][C:2]([F:1])=[CH:3][CH:4]=3)[CH:7]3[C:8]([C:9]4[CH:10]=[CH:11][C:12]([C:17]([O:19][CH2:20][CH3:21])=[O:18])=[CH:13][C:14]=4[CH2:15][CH2:16]3)=[N:36]2)[CH:32]=[CH:31][C:28]=1[C:29]#[N:30]. The yield is 0.830. (2) The reactants are [C:1]([O:5][C:6](=[O:20])[CH2:7]/[N:8]=[CH:9]/[CH2:10][C:11]([CH3:19])([C:13]1[O:14][C:15]([CH3:18])=[CH:16][CH:17]=1)[CH3:12])([CH3:4])([CH3:3])[CH3:2].[Cl:21][C:22]1[C:23]([F:40])=[C:24](/[CH:28]=[C:29](/[C:32]2[CH:37]=[CH:36][C:35]([Cl:38])=[CH:34][C:33]=2[F:39])\[C:30]#[N:31])[CH:25]=[CH:26][CH:27]=1.C(N(CC)CC)C.C1CCN2C(=NCCC2)CC1. The catalyst is ClCCl.C(O)(C)(C)C. The product is [C:1]([O:5][C:6]([CH:7]1[CH:28]([C:24]2[CH:25]=[CH:26][CH:27]=[C:22]([Cl:21])[C:23]=2[F:40])[C:29]([C:32]2[CH:37]=[CH:36][C:35]([Cl:38])=[CH:34][C:33]=2[F:39])([C:30]#[N:31])[CH:9]([CH2:10][C:11]([CH3:12])([C:13]2[O:14][C:15]([CH3:18])=[CH:16][CH:17]=2)[CH3:19])[NH:8]1)=[O:20])([CH3:4])([CH3:2])[CH3:3]. The yield is 0.460.